Dataset: TCR-epitope binding with 47,182 pairs between 192 epitopes and 23,139 TCRs. Task: Binary Classification. Given a T-cell receptor sequence (or CDR3 region) and an epitope sequence, predict whether binding occurs between them. (1) Result: 0 (the TCR does not bind to the epitope). The epitope is RQLLFVVEV. The TCR CDR3 sequence is CASSAGGGGQYF. (2) The epitope is EEHVQIHTI. The TCR CDR3 sequence is CSPVDRSSGTQYF. Result: 1 (the TCR binds to the epitope). (3) The epitope is NLNESLIDL. The TCR CDR3 sequence is CASSKEPTRERPGELFF. Result: 1 (the TCR binds to the epitope). (4) The epitope is FRYMNSQGL. The TCR CDR3 sequence is CASSQDPGLAGPEQFF. Result: 0 (the TCR does not bind to the epitope). (5) The epitope is KLNVGDYFV. The TCR CDR3 sequence is CASSLETGTGGLLMNSPLHF. Result: 1 (the TCR binds to the epitope).